From a dataset of Full USPTO retrosynthesis dataset with 1.9M reactions from patents (1976-2016). Predict the reactants needed to synthesize the given product. Given the product [CH3:22][O:19][C:17](=[O:18])[C:16]1[CH:20]=[CH:21][C:13]([C:11]2[NH:3][C:2](=[O:4])[C:5]3=[CH:9][CH:8]=[CH:7][N:6]3[N:10]=2)=[CH:14][CH:15]=1, predict the reactants needed to synthesize it. The reactants are: [Na].[C:2]([C:5]1[N:6]([NH:10][C:11]([C:13]2[CH:21]=[CH:20][C:16]([C:17]([O-:19])=[O:18])=[CH:15][CH:14]=2)=O)[CH:7]=[CH:8][CH:9]=1)(=[O:4])[NH2:3].[CH3:22]O.